This data is from Full USPTO retrosynthesis dataset with 1.9M reactions from patents (1976-2016). The task is: Predict the reactants needed to synthesize the given product. (1) Given the product [OH:21][CH2:20]/[CH:19]=[C:18](\[CH3:17])/[C:22]#[C:23][C:2]1[CH:14]=[CH:13][C:12]2[C:11]3[C:6](=[CH:7][C:8]([C:24]#[C:25]/[C:29](/[CH3:30])=[CH:28]/[CH2:32][OH:31])=[CH:9][CH:10]=3)[C:5](=[O:16])[C:4]=2[CH:3]=1, predict the reactants needed to synthesize it. The reactants are: Br[C:2]1[CH:14]=[CH:13][C:12]2[C:11]3[C:6](=[CH:7][C:8](Br)=[CH:9][CH:10]=3)[C:5](=[O:16])[C:4]=2[CH:3]=1.[CH3:17]/[C:18](/[C:22]#[CH:23])=[CH:19]\[CH2:20][OH:21].[CH:24](N)(C)[CH3:25].[CH2:28]1[CH2:32][O:31][CH2:30][CH2:29]1. (2) Given the product [Br:19][C:17]1[CH:16]=[CH:15][C:14]([F:20])=[C:13]([CH:18]=1)[C:12]([NH:11][C:10]1[C:5]([C:3]([NH2:22])=[O:2])=[N:6][CH:7]=[CH:8][N:9]=1)=[O:21], predict the reactants needed to synthesize it. The reactants are: C[O:2][C:3]([C:5]1[C:10]([NH:11][C:12](=[O:21])[C:13]2[CH:18]=[C:17]([Br:19])[CH:16]=[CH:15][C:14]=2[F:20])=[N:9][CH:8]=[CH:7][N:6]=1)=O.[NH4+:22].[OH-]. (3) Given the product [O:12]=[C:7]1[C:6]2[NH:13][CH:14]=[CH:15][C:5]=2[C:4]2[CH:3]=[C:2]([CH:21]=[CH:22][C:23]3[CH:28]=[CH:27][CH:26]=[CH:25][CH:24]=3)[CH:11]=[CH:10][C:9]=2[NH:8]1.[CH2:16]([C:18]([O-:20])=[O:19])[CH3:17], predict the reactants needed to synthesize it. The reactants are: Br[C:2]1[CH:11]=[CH:10][C:9]2[NH:8][C:7](=[O:12])[C:6]3[NH:13][CH:14]=[CH:15][C:5]=3[C:4]=2[CH:3]=1.[CH2:16]([C:18]([O-:20])=[O:19])[CH3:17].[CH2:21]=[CH:22][C:23]1[CH:28]=[CH:27][CH:26]=[CH:25][CH:24]=1. (4) Given the product [CH2:1]([N:8]1[CH2:13][CH2:12][N:11]([C:14]([C:16]2[N:17]=[CH:18][N:19]([C@@H:27]3[CH2:32][CH2:31][CH2:30][CH2:29][C@:28]3([CH2:34][O:35][CH3:36])[OH:33])[C:20]=2[C:21]2[CH:26]=[CH:25][CH:24]=[CH:23][CH:22]=2)=[O:15])[C@H:10]([CH2:37][CH2:38][O:39][C:40]2[CH:45]=[CH:44][CH:43]=[CH:42][CH:41]=2)[CH2:9]1)[C:2]1[CH:7]=[CH:6][CH:5]=[CH:4][CH:3]=1, predict the reactants needed to synthesize it. The reactants are: [CH2:1]([N:8]1[CH2:13][CH2:12][N:11]([C:14]([C:16]2[N:17]=[CH:18][N:19]([C@@H:27]3[CH2:32][CH2:31][CH2:30][CH2:29][C@:28]3([CH2:34][O:35][CH3:36])[OH:33])[C:20]=2[C:21]2[CH:26]=[CH:25][CH:24]=[CH:23][CH:22]=2)=[O:15])[C@H:10]([CH2:37][CH2:38][OH:39])[CH2:9]1)[C:2]1[CH:7]=[CH:6][CH:5]=[CH:4][CH:3]=1.[C:40]1(O)[CH:45]=[CH:44][CH:43]=[CH:42][CH:41]=1.C1(P(C2C=CC=CC=2)C2C=CC=CC=2)C=CC=CC=1.CCOC(/N=N/C(OCC)=O)=O. (5) The reactants are: [OH:1][N:2]=[C:3]([C:5]1[CH:9]=[CH:8][S:7][C:6]=1[NH:10][C:11](=[O:21])[CH2:12][C:13]1[CH:18]=[CH:17][C:16]([O:19][CH3:20])=[CH:15][CH:14]=1)[NH2:4].[CH3:22][CH2:23]N(C(C)C)C(C)C.C(Cl)(=O)C. Given the product [CH3:20][O:19][C:16]1[CH:15]=[CH:14][C:13]([CH2:12][C:11]([NH:10][C:6]2[S:7][CH:8]=[CH:9][C:5]=2[C:3]2[N:4]=[C:22]([CH3:23])[O:1][N:2]=2)=[O:21])=[CH:18][CH:17]=1, predict the reactants needed to synthesize it.